Dataset: Full USPTO retrosynthesis dataset with 1.9M reactions from patents (1976-2016). Task: Predict the reactants needed to synthesize the given product. (1) Given the product [CH2:36]([C:38]1[C:46]2[C:41](=[CH:42][CH:43]=[CH:44][C:45]=2[NH:47][C:20]([C:17]2[N:14]3[CH:15]=[CH:16][C:11]([O:10][CH2:9][CH2:8][N:5]4[CH2:4][CH2:3][N:2]([CH3:1])[CH2:7][CH2:6]4)=[CH:12][C:13]3=[N:19][CH:18]=2)=[O:21])[N:40]([CH2:48][C:49]2[CH:54]=[CH:53][C:52]([F:55])=[CH:51][N:50]=2)[N:39]=1)[CH3:37], predict the reactants needed to synthesize it. The reactants are: [CH3:1][N:2]1[CH2:7][CH2:6][N:5]([CH2:8][CH2:9][O:10][C:11]2[CH:16]=[CH:15][N:14]3[C:17]([C:20]([O-])=[O:21])=[CH:18][N:19]=[C:13]3[CH:12]=2)[CH2:4][CH2:3]1.[Li+].ClC1C=C(Cl)C=C(Cl)C=1C(Cl)=O.[CH2:36]([C:38]1[C:46]2[C:45]([NH2:47])=[CH:44][CH:43]=[CH:42][C:41]=2[N:40]([CH2:48][C:49]2[CH:54]=[CH:53][C:52]([F:55])=[CH:51][N:50]=2)[N:39]=1)[CH3:37]. (2) Given the product [C:12]([O:11][C:9]([N:6]1[C:5]2[CH:16]=[CH:17][C:2]([NH:1][C:22]([NH:23][C:24]([O:26][CH2:27][C:28]3[CH:33]=[CH:32][CH:31]=[CH:30][CH:29]=3)=[O:25])=[N:21][C:45]([O:48][CH2:49][C:50]3[CH:16]=[CH:17][CH:2]=[CH:3][CH:4]=3)=[O:47])=[C:3]([CH3:18])[C:4]=2[N:8]=[CH:7]1)=[O:10])([CH3:13])([CH3:14])[CH3:15], predict the reactants needed to synthesize it. The reactants are: [NH2:1][C:2]1[CH:17]=[CH:16][C:5]2[N:6]([C:9]([O:11][C:12]([CH3:15])([CH3:14])[CH3:13])=[O:10])[CH:7]=[N:8][C:4]=2[C:3]=1[CH3:18].C([N:21]=[C:22](S)[N:23](C(OCC1C=CC=CC=1)=O)[C:24]([O:26][CH2:27][C:28]1[CH:33]=[CH:32][CH:31]=[CH:30][CH:29]=1)=[O:25])C.[C:45]([O:48][CH2:49][CH3:50])(=[O:47])C. (3) Given the product [F:1][C:2]1[CH:7]=[CH:6][C:5]([C:8]2[C:17]3=[N:18][CH:19]=[CH:20][CH:21]=[C:22]3[N:23]([OH:25])[C:9]=2[C:11]2[CH:16]=[CH:15][N:14]=[CH:13][CH:12]=2)=[CH:4][CH:3]=1, predict the reactants needed to synthesize it. The reactants are: [F:1][C:2]1[CH:7]=[CH:6][C:5]([CH:8]([C:17]2[C:22]([N+:23]([O-:25])=O)=[CH:21][CH:20]=[CH:19][N:18]=2)[C:9]([C:11]2[CH:16]=[CH:15][N:14]=[CH:13][CH:12]=2)=O)=[CH:4][CH:3]=1. (4) Given the product [NH:27]1[C:35]2[C:30](=[C:31]([C:2]3[N:3]=[C:4]([N:21]4[CH2:26][CH2:25][O:24][CH2:23][CH2:22]4)[C:5]4[O:10][C:9]5[N:11]=[CH:12][C:13]([N:15]6[CH2:20][CH2:19][O:18][CH2:17][CH2:16]6)=[CH:14][C:8]=5[C:6]=4[N:7]=3)[CH:32]=[CH:33][CH:34]=2)[CH:29]=[CH:28]1, predict the reactants needed to synthesize it. The reactants are: Cl[C:2]1[N:3]=[C:4]([N:21]2[CH2:26][CH2:25][O:24][CH2:23][CH2:22]2)[C:5]2[O:10][C:9]3[N:11]=[CH:12][C:13]([N:15]4[CH2:20][CH2:19][O:18][CH2:17][CH2:16]4)=[CH:14][C:8]=3[C:6]=2[N:7]=1.[NH:27]1[C:35]2[CH:34]=[CH:33][CH:32]=[C:31](B(O)O)[C:30]=2[CH:29]=[CH:28]1.C([O-])([O-])=O.[Na+].[Na+].O1CCOCC1. (5) Given the product [CH2:1]([NH:3][C:4]1[CH:8]=[C:7]([C:9]2[CH:14]=[CH:13][N:12]=[CH:11][CH:10]=2)[S:6][C:5]=1[C:15]([OH:17])=[O:16])[CH3:2], predict the reactants needed to synthesize it. The reactants are: [CH2:1]([NH:3][C:4]1[CH:8]=[C:7]([C:9]2[CH:14]=[CH:13][N:12]=[CH:11][CH:10]=2)[S:6][C:5]=1[C:15]([O:17]C)=[O:16])[CH3:2].C[O-].[Na+].CO.Cl. (6) Given the product [C:12]([NH:4][C:3]1[CH:5]=[CH:6][CH:7]=[CH:8][C:2]=1[C:1]([OH:10])=[O:9])(=[O:13])[CH3:11], predict the reactants needed to synthesize it. The reactants are: [C:1]([OH:10])(=[O:9])[C:2]1[C:3](=[CH:5][CH:6]=[CH:7][CH:8]=1)[NH2:4].[CH3:11][C:12](OC(C)=O)=[O:13]. (7) Given the product [F:30][C:24]1[C:25]([F:29])=[CH:26][CH:27]=[CH:28][C:23]=1[CH2:22][NH:21][C:19]1[C:15]([C:16]([NH2:18])=[O:17])=[CH:14][N:13]=[C:12]([NH:11][C:8]2[CH:9]=[CH:10][C:5]([CH:3]3[CH2:4][N:1]([CH:40]=[O:41])[CH2:2]3)=[CH:6][CH:7]=2)[CH:20]=1, predict the reactants needed to synthesize it. The reactants are: [NH:1]1[CH2:4][CH:3]([C:5]2[CH:10]=[CH:9][C:8]([NH:11][C:12]3[CH:20]=[C:19]([NH:21][CH2:22][C:23]4[CH:28]=[CH:27][CH:26]=[C:25]([F:29])[C:24]=4[F:30])[C:15]([C:16]([NH2:18])=[O:17])=[CH:14][N:13]=3)=[CH:7][CH:6]=2)[CH2:2]1.CCN(C(C)C)C(C)C.[C:40](O)(C(F)(F)F)=[O:41]. (8) Given the product [F:9][C:10]1[C:11]([OH:12])=[N:7][C:5]([CH3:6])=[N:8][C:15]=1[OH:16], predict the reactants needed to synthesize it. The reactants are: C[O-].[Na+].Cl.[C:5]([NH2:8])(=[NH:7])[CH3:6].[F:9][CH:10]([C:15](OC)=[O:16])[C:11](OC)=[O:12]. (9) Given the product [OH:31][C@H:20]([CH2:21][N:22]1[CH2:23][C:24]2[C:29](=[CH:28][CH:27]=[CH:26][CH:25]=2)[CH2:30]1)[CH2:19][NH:18][C:13](=[O:15])[C@H:12]([O:11][C:9]1[CH:8]=[CH:7][CH:6]=[C:5]2[C:10]=1[N:1]=[CH:2][CH:3]=[CH:4]2)[CH3:17], predict the reactants needed to synthesize it. The reactants are: [N:1]1[C:10]2[C:5](=[CH:6][CH:7]=[CH:8][C:9]=2[O:11][C@H:12]([CH3:17])[C:13]([O:15]C)=O)[CH:4]=[CH:3][CH:2]=1.[NH2:18][CH2:19][C@H:20]([OH:31])[CH2:21][N:22]1[CH2:30][C:29]2[C:24](=[CH:25][CH:26]=[CH:27][CH:28]=2)[CH2:23]1.